Dataset: Peptide-MHC class II binding affinity with 134,281 pairs from IEDB. Task: Regression. Given a peptide amino acid sequence and an MHC pseudo amino acid sequence, predict their binding affinity value. This is MHC class II binding data. (1) The peptide sequence is DSVTPMILKAQKGGNL. The binding affinity (normalized) is 0.0412. The MHC is DRB3_0202 with pseudo-sequence DRB3_0202. (2) The peptide sequence is SADEVQRMMAEIDTD. The MHC is HLA-DQA10101-DQB10501 with pseudo-sequence HLA-DQA10101-DQB10501. The binding affinity (normalized) is 0. (3) The peptide sequence is DCVMYASALVLLILM. The MHC is DRB1_0101 with pseudo-sequence DRB1_0101. The binding affinity (normalized) is 0.493. (4) The peptide sequence is QLIYPLISPSFLVYS. The MHC is HLA-DQA10401-DQB10402 with pseudo-sequence HLA-DQA10401-DQB10402. The binding affinity (normalized) is 0.0629. (5) The peptide sequence is LVGPTPVNIIGRNMLTQIGC. The MHC is DRB3_0101 with pseudo-sequence DRB3_0101. The binding affinity (normalized) is 0.388. (6) The peptide sequence is VKFHTQAFSAHGSGR. The MHC is DRB5_0101 with pseudo-sequence DRB5_0101. The binding affinity (normalized) is 0.733. (7) The peptide sequence is CSCRDQSEAQLALTI. The MHC is DRB4_0103 with pseudo-sequence DRB4_0103. The binding affinity (normalized) is 0. (8) The peptide sequence is AAAQASAAAAAYEAA. The MHC is DRB1_0404 with pseudo-sequence DRB1_0404. The binding affinity (normalized) is 0.0720.